From a dataset of Full USPTO retrosynthesis dataset with 1.9M reactions from patents (1976-2016). Predict the reactants needed to synthesize the given product. Given the product [OH:29][C@:22]1([CH2:21][NH:20][C:11]([C:10]2[C:3]3[C:4](=[N:5][CH:6]=[CH:7][C:2]=3[Cl:1])[N:8]([CH2:14][CH:15]3[CH2:19][CH2:18][O:17][CH2:16]3)[CH:9]=2)=[O:13])[CH2:27][CH2:26][CH2:25][C@@H:24]([CH3:28])[CH2:23]1, predict the reactants needed to synthesize it. The reactants are: [Cl:1][C:2]1[CH:7]=[CH:6][N:5]=[C:4]2[N:8]([CH2:14][CH:15]3[CH2:19][CH2:18][O:17][CH2:16]3)[CH:9]=[C:10]([C:11]([OH:13])=O)[C:3]=12.[NH2:20][CH2:21][C@@:22]1([OH:29])[CH2:27][CH2:26][CH2:25][C@@H:24]([CH3:28])[CH2:23]1.N1(O)C2C=CC=CC=2N=N1.Cl.CN(C)CCCN=C=NCC.